From a dataset of HIV replication inhibition screening data with 41,000+ compounds from the AIDS Antiviral Screen. Binary Classification. Given a drug SMILES string, predict its activity (active/inactive) in a high-throughput screening assay against a specified biological target. (1) The drug is CC1=C(NC(=O)C(=NNC(=S)NN)C2C(=O)CC(C)(C)CC2=O)C(=O)c2ccccc2C1=O. The result is 0 (inactive). (2) The drug is Cc1c(O)nc(-n2[nH]c3c(c2=O)CCCC3)nc1O. The result is 0 (inactive). (3) The drug is COC(=O)C(Cc1c[nH]c2ccccc12)NC(=O)C(Cc1c[nH]c2ccccc12)NC(=O)C(Cc1c[nH]c2ccccc12)NC(=O)C(Cc1c[nH]c2ccccc12)NC(=O)C(Cc1c[nH]c2ccccc12)NC(=O)C(Cc1c[nH]c2ccccc12)NC(=O)C(Cc1c[nH]c2ccccc12)NC(=O)C(Cc1c[nH]c2ccccc12)NC(=O)OC(C)(C)C. The result is 0 (inactive). (4) The result is 0 (inactive). The compound is CC=C1CN(C)CC2Cc3c(n(OC)c4ccccc34)C(=O)CC12.